From a dataset of Forward reaction prediction with 1.9M reactions from USPTO patents (1976-2016). Predict the product of the given reaction. The product is: [Cl:1][C:2]1[CH:3]=[CH:4][C:5]2[C:14]3[C:9](=[CH:10][N:11]=[C:12]([NH:15][C:16](=[O:18])[CH3:17])[CH:13]=3)[C:8](=[O:22])[N:7]([CH3:19])[C:6]=2[CH:20]=1. Given the reactants [Cl:1][C:2]1[CH:3]=[CH:4][C:5]2[C:14]3[C:9](=[CH:10][N:11]=[C:12]([NH:15][C:16](=[O:18])[CH3:17])[CH:13]=3)[CH2:8][N:7]([CH3:19])[C:6]=2[CH:20]=1.[Mn]([O-])([O-])(=O)=[O:22].[Ba+2], predict the reaction product.